Dataset: Catalyst prediction with 721,799 reactions and 888 catalyst types from USPTO. Task: Predict which catalyst facilitates the given reaction. (1) Reactant: [CH:1](=O)[CH2:2][CH2:3][CH2:4][CH2:5][CH2:6][CH3:7].[C:9](O)(=O)[CH3:10].N[C:14]1[CH:15]=[C:16]([S:20][C:21]2[CH:26]=[CH:25][C:24]([CH2:27][C:28]([O:30][CH2:31][CH3:32])=[O:29])=[CH:23][CH:22]=2)[CH:17]=[CH:18][CH:19]=1.[C:33]([BH3-])#[N:34].[Na+]. Product: [CH2:1]([N:34]([CH2:33][CH2:1][CH2:2][CH2:3][CH2:4][CH2:9][CH3:10])[C:14]1[CH:15]=[C:16]([S:20][C:21]2[CH:26]=[CH:25][C:24]([CH2:27][C:28]([O:30][CH2:31][CH3:32])=[O:29])=[CH:23][CH:22]=2)[CH:17]=[CH:18][CH:19]=1)[CH2:2][CH2:3][CH2:4][CH2:5][CH2:6][CH3:7]. The catalyst class is: 3. (2) Reactant: FC(F)(F)C(O)=O.[NH2:8][CH2:9][CH2:10][N:11]1[CH2:16][CH2:15][CH:14]([C:17]([C:19]2[CH:24]=[CH:23][C:22]([Cl:25])=[CH:21][CH:20]=2)=[O:18])[CH2:13][CH2:12]1.C(N(CC)CC)C.[CH3:33][O:34][C:35]1[CH:36]=[C:37]([CH:41]=[CH:42][CH:43]=1)[C:38](Cl)=[O:39].Cl. Product: [ClH:25].[Cl:25][C:22]1[CH:23]=[CH:24][C:19]([C:17]([CH:14]2[CH2:15][CH2:16][N:11]([CH2:10][CH2:9][NH:8][C:38](=[O:39])[C:37]3[CH:41]=[CH:42][CH:43]=[C:35]([O:34][CH3:33])[CH:36]=3)[CH2:12][CH2:13]2)=[O:18])=[CH:20][CH:21]=1. The catalyst class is: 46. (3) Reactant: C(Cl)Cl.CO.[NH2:6][C:7]1[CH:8]=[CH:9][C:10]([F:16])=[C:11]([CH:15]=1)[C:12]([OH:14])=[O:13].[Si](C=[N+]=[N-])(C)(C)[CH3:18].CCCCCC. Product: [CH3:18][O:13][C:12](=[O:14])[C:11]1[CH:15]=[C:7]([NH2:6])[CH:8]=[CH:9][C:10]=1[F:16]. The catalyst class is: 15. (4) Reactant: [Cl:1][C:2]1[CH:3]=[N:4][N:5]([C:7]2([C:10]3[NH:31][C:13]4=[N:14][C:15]([N:18]5[CH2:23][CH2:22][CH2:21][C@@H:20]([C:24]([N:26]6[CH2:30][CH2:29][CH2:28][CH2:27]6)=[O:25])[CH2:19]5)=[CH:16][CH:17]=[C:12]4[N:11]=3)[CH2:9][CH2:8]2)[CH:6]=1. Product: [ClH:1].[Cl:1][C:2]1[CH:3]=[N:4][N:5]([C:7]2([C:10]3[NH:31][C:13]4=[N:14][C:15]([N:18]5[CH2:23][CH2:22][CH2:21][C@@H:20]([C:24]([N:26]6[CH2:27][CH2:28][CH2:29][CH2:30]6)=[O:25])[CH2:19]5)=[CH:16][CH:17]=[C:12]4[N:11]=3)[CH2:9][CH2:8]2)[CH:6]=1. The catalyst class is: 21. (5) Reactant: [OH:1][CH2:2][C:3]1([CH2:6][O:7][C:8]2[C:13]([O:14][CH3:15])=[C:12]([O:16][CH3:17])[CH:11]=[CH:10][C:9]=2[C:18]2[CH:26]=[CH:25][CH:24]=[C:23]3[C:19]=2[CH2:20][CH2:21][C:22]3=[O:27])[CH2:5][CH2:4]1.C(N(CC)CC)C.[CH2:35]([N:37]=[C:38]=[O:39])[CH3:36]. Product: [CH3:15][O:14][C:13]1[C:12]([O:16][CH3:17])=[CH:11][CH:10]=[C:9]([C:18]2[CH:26]=[CH:25][CH:24]=[C:23]3[C:19]=2[CH2:20][CH2:21][C:22]3=[O:27])[C:8]=1[O:7][CH2:6][C:3]1([CH2:2][O:1][C:38](=[O:39])[NH:37][CH2:35][CH3:36])[CH2:4][CH2:5]1. The catalyst class is: 4. (6) Reactant: C[O:2][C:3]([C@H:5]1[CH2:9][O:8][CH:7]([CH2:10][O:11][C:12](=[O:19])[C:13]2[CH:18]=[CH:17][CH:16]=[CH:15][CH:14]=2)[O:6]1)=[O:4].C1COCC1.[OH-].[Li+]. Product: [C:12]([O:11][CH2:10][C@@H:7]1[O:6][C@@H:5]([C:3]([OH:4])=[O:2])[CH2:9][O:8]1)(=[O:19])[C:13]1[CH:18]=[CH:17][CH:16]=[CH:15][CH:14]=1. The catalyst class is: 6. (7) Product: [CH3:1][N:2]([CH3:18])[C:3](=[O:17])[C:4]1[CH:9]=[CH:8][C:7]([CH:10]2[CH2:15][CH2:14][CH:13]([N:38]3[CH2:39][CH2:40][C@@H:36]([NH:35][C:20](=[O:19])[CH2:21][NH:22][C:23](=[O:34])[C:24]4[CH:29]=[CH:28][CH:27]=[C:26]([C:30]([F:31])([F:33])[F:32])[CH:25]=4)[CH2:37]3)[CH2:12][CH2:11]2)=[CH:6][CH:5]=1. Reactant: [CH3:1][N:2]([CH3:18])[C:3](=[O:17])[C:4]1[CH:9]=[CH:8][C:7]([CH:10]2[CH2:15][CH2:14][C:13](=O)[CH2:12][CH2:11]2)=[CH:6][CH:5]=1.[O:19]=[C:20]([NH:35][C@@H:36]1[CH2:40][CH2:39][NH:38][CH2:37]1)[CH2:21][NH:22][C:23](=[O:34])[C:24]1[CH:29]=[CH:28][CH:27]=[C:26]([C:30]([F:33])([F:32])[F:31])[CH:25]=1.C(O[BH-](OC(=O)C)OC(=O)C)(=O)C.[Na+]. The catalyst class is: 2.